Predict the product of the given reaction. From a dataset of Forward reaction prediction with 1.9M reactions from USPTO patents (1976-2016). Given the reactants [N:1]1([CH2:6][CH2:7][O:8][C:9]2[CH:15]=[CH:14][C:12]([NH2:13])=[CH:11][CH:10]=2)[CH:5]=[CH:4][N:3]=[N:2]1.[N:16]#[C:17][NH2:18].[N+:19]([O-:22])([OH:21])=[O:20].NC(N)=N, predict the reaction product. The product is: [N+:19]([O-:22])([O-:21])=[O:20].[N:1]1([CH2:6][CH2:7][O:8][C:9]2[CH:15]=[CH:14][C:12]([NH:13][C:17]([NH2:18])=[NH2+:16])=[CH:11][CH:10]=2)[CH:5]=[CH:4][N:3]=[N:2]1.